From a dataset of NCI-60 drug combinations with 297,098 pairs across 59 cell lines. Regression. Given two drug SMILES strings and cell line genomic features, predict the synergy score measuring deviation from expected non-interaction effect. (1) Drug 1: C1=CC(=CC=C1CCCC(=O)O)N(CCCl)CCCl. Drug 2: CC1=C(C(=CC=C1)Cl)NC(=O)C2=CN=C(S2)NC3=CC(=NC(=N3)C)N4CCN(CC4)CCO. Cell line: SNB-19. Synergy scores: CSS=35.6, Synergy_ZIP=-1.84, Synergy_Bliss=0.350, Synergy_Loewe=-0.998, Synergy_HSA=0.948. (2) Drug 1: CC12CCC(CC1=CCC3C2CCC4(C3CC=C4C5=CN=CC=C5)C)O. Drug 2: CC1=C(C(CCC1)(C)C)C=CC(=CC=CC(=CC(=O)O)C)C. Cell line: NCI-H226. Synergy scores: CSS=5.26, Synergy_ZIP=-1.24, Synergy_Bliss=3.40, Synergy_Loewe=1.82, Synergy_HSA=2.46.